This data is from hERG potassium channel inhibition data for cardiac toxicity prediction from Karim et al.. The task is: Regression/Classification. Given a drug SMILES string, predict its toxicity properties. Task type varies by dataset: regression for continuous values (e.g., LD50, hERG inhibition percentage) or binary classification for toxic/non-toxic outcomes (e.g., AMES mutagenicity, cardiotoxicity, hepatotoxicity). Dataset: herg_karim. (1) The molecule is O=S(=O)(c1ccc2c(c1)CCNCC2)N1CCC(Oc2ccccc2Cl)CC1. The result is 1 (blocker). (2) The drug is Cc1nc(-c2cccc(C(=O)N[C@H]3CC[C@H](CCN4CCc5ccc(S(C)(=O)=O)cc5CC4)CC3)c2)no1. The result is 1 (blocker). (3) The compound is Nc1cc(C(F)(F)F)c(-c2cc(N3CCOCC3)nc(N3CCOCC3)n2)cn1. The result is 0 (non-blocker). (4) The result is 0 (non-blocker). The molecule is CS(=O)(=O)c1cccc(CNc2nc(Nc3ccc4c(c3)CCC(=O)N4)ncc2C(F)(F)F)c1. (5) The compound is N#Cc1ccc(-c2ccc(C[C@@H](C#N)NC(=O)C3(N)CCOCC3)cc2)cc1. The result is 0 (non-blocker). (6) The compound is CC(c1ccccc1)N1C(=O)c2ccccc2C1C(=O)NC(C)(C)CO. The result is 0 (non-blocker).